This data is from Catalyst prediction with 721,799 reactions and 888 catalyst types from USPTO. The task is: Predict which catalyst facilitates the given reaction. (1) Reactant: [N:1]1[N:2]([C:6]2[CH:31]=[CH:30][CH:29]=[CH:28][C:7]=2[C:8]([N:10]2[C@H:15]([CH3:16])[CH2:14][CH2:13][C@@H:12]([O:17][C:18]3[CH:19]=[C:20]([CH:25]=[CH:26][N:27]=3)[C:21](OC)=[O:22])[CH2:11]2)=[O:9])[N:3]=[CH:4][CH:5]=1.[H-].[Al+3].[Li+].[H-].[H-].[H-]. Product: [CH3:16][C@H:15]1[N:10]([C:8]([C:7]2[CH:28]=[CH:29][CH:30]=[CH:31][C:6]=2[N:2]2[N:3]=[CH:4][CH:5]=[N:1]2)=[O:9])[CH2:11][C@H:12]([O:17][C:18]2[CH:19]=[C:20]([CH2:21][OH:22])[CH:25]=[CH:26][N:27]=2)[CH2:13][CH2:14]1. The catalyst class is: 1. (2) Reactant: [NH2:1][C:2]1[N:10]=[CH:9][N:8]=[C:7]2[C:3]=1[N:4]=[CH:5][N:6]2[C@H:11]1[C@H:18]2[C@H:14]([O:15][C:16]([CH3:20])([CH3:19])[O:17]2)[C@@H:13]([CH2:21][NH:22][CH2:23][CH2:24][C@H:25]([NH:33][C:34](=[O:43])[O:35][CH2:36][C:37]2[CH:42]=[CH:41][CH:40]=[CH:39][CH:38]=2)[C:26]([O:28][C:29]([CH3:32])([CH3:31])[CH3:30])=[O:27])[O:12]1.C=O.[C:46]([BH3-])#N.[Na+]. Product: [NH2:1][C:2]1[N:10]=[CH:9][N:8]=[C:7]2[C:3]=1[N:4]=[CH:5][N:6]2[C@H:11]1[C@@H:18]2[O:17][C:16]([CH3:20])([CH3:19])[O:15][C@@H:14]2[C@@H:13]([CH2:21][N:22]([CH3:46])[CH2:23][CH2:24][C@H:25]([NH:33][C:34]([O:35][CH2:36][C:37]2[CH:38]=[CH:39][CH:40]=[CH:41][CH:42]=2)=[O:43])[C:26]([O:28][C:29]([CH3:32])([CH3:31])[CH3:30])=[O:27])[O:12]1. The catalyst class is: 68. (3) Reactant: C1CCN(C(N=NC(N2CCCCC2)=O)=O)CC1.[CH2:19]([O:26][C:27]1[CH:28]=[CH:29][C:30]([O:39][CH:40]([CH3:44])[CH2:41][O:42][CH3:43])=[C:31]([C:33]2[NH:37][N:36]=[C:35]([OH:38])[CH:34]=2)[CH:32]=1)[C:20]1[CH:25]=[CH:24][CH:23]=[CH:22][CH:21]=1.[CH3:45][C:46]1[N:47]=[CH:48][S:49][C:50]=1[CH2:51][CH2:52]O.C(P(CCCC)CCCC)CCC. Product: [CH2:19]([O:26][C:27]1[CH:28]=[CH:29][C:30]([O:39][CH:40]([CH3:44])[CH2:41][O:42][CH3:43])=[C:31]([C:33]2[NH:37][N:36]=[C:35]([O:38][CH2:52][CH2:51][C:50]3[S:49][CH:48]=[N:47][C:46]=3[CH3:45])[CH:34]=2)[CH:32]=1)[C:20]1[CH:21]=[CH:22][CH:23]=[CH:24][CH:25]=1. The catalyst class is: 11. (4) Reactant: CO[C:3](=[O:21])[C:4]1[CH:9]=[C:8]([N:10]2[CH:14]=[CH:13][N:12]=[C:11]2[CH3:15])[C:7]([C:16]([F:19])([F:18])[F:17])=[CH:6][C:5]=1[NH2:20].ClC(Cl)(O[C:26](=[O:32])OC(Cl)(Cl)Cl)Cl.C(N(CC)CC)C.[CH3:41][S:42]([NH:45][NH2:46])(=[O:44])=[O:43].[OH-].[Na+]. Product: [CH3:15][C:11]1[N:10]([C:8]2[CH:9]=[C:4]3[C:5](=[CH:6][C:7]=2[C:16]([F:18])([F:17])[F:19])[NH:20][C:26](=[O:32])[N:46]([NH:45][S:42]([CH3:41])(=[O:44])=[O:43])[C:3]3=[O:21])[CH:14]=[CH:13][N:12]=1. The catalyst class is: 7. (5) Reactant: ClC(N(C)C)=C(C)C.[CH3:9][O:10][C:11]1[CH:19]=[CH:18][C:14]([C:15]([OH:17])=O)=[CH:13][CH:12]=1.[NH2:20][C:21]1[N:25](C(OC(C)(C)C)=O)[N:24]=[C:23]([CH2:33][CH2:34][C:35]2[CH:40]=[C:39]([O:41][CH3:42])[CH:38]=[C:37]([O:43][CH3:44])[CH:36]=2)[CH:22]=1.N1C=CC=CC=1.C(O)(C(F)(F)F)=O. Product: [CH3:42][O:41][C:39]1[CH:40]=[C:35]([CH2:34][CH2:33][C:23]2[CH:22]=[C:21]([NH:20][C:15](=[O:17])[C:14]3[CH:13]=[CH:12][C:11]([O:10][CH3:9])=[CH:19][CH:18]=3)[NH:25][N:24]=2)[CH:36]=[C:37]([O:43][CH3:44])[CH:38]=1. The catalyst class is: 2. (6) Reactant: [C:1]([N:4]1[CH2:9][CH2:8][N:7]([C:10]([O:12][C:13]([CH3:16])([CH3:15])[CH3:14])=[O:11])[CH2:6][C@H:5]1[CH2:17][OH:18])(=[O:3])[CH3:2].[H-].[Na+].I[CH3:22]. Product: [C:1]([N:4]1[CH2:9][CH2:8][N:7]([C:10]([O:12][C:13]([CH3:14])([CH3:16])[CH3:15])=[O:11])[CH2:6][C@H:5]1[CH2:17][O:18][CH3:22])(=[O:3])[CH3:2]. The catalyst class is: 869. (7) Reactant: Br[C:2]1[CH:3]=[CH:4][C:5]2[O:9][CH:8]=[CH:7][C:6]=2[CH:10]=1.[CH:11]([C:13]1[CH:18]=[CH:17][C:16](B(O)O)=[CH:15][CH:14]=1)=[O:12].C([O-])([O-])=O.[K+].[K+]. Product: [O:9]1[C:5]2[CH:4]=[CH:3][C:2]([C:16]3[CH:17]=[CH:18][C:13]([CH:11]=[O:12])=[CH:14][CH:15]=3)=[CH:10][C:6]=2[CH:7]=[CH:8]1. The catalyst class is: 38. (8) Reactant: [Br:1][C:2]1[CH:7]=[CH:6][CH:5]=[CH:4][C:3]=1[N:8]1[CH2:13][CH2:12][NH:11][CH2:10][CH2:9]1.C(O)(=O)C.[CH:18]1([CH:21]=O)[CH2:20][CH2:19]1.C(O[BH-](OC(=O)C)OC(=O)C)(=O)C.[Na+].C(=O)([O-])[O-].[K+].[K+]. Product: [Br:1][C:2]1[CH:7]=[CH:6][CH:5]=[CH:4][C:3]=1[N:8]1[CH2:13][CH2:12][N:11]([CH2:21][CH:18]2[CH2:20][CH2:19]2)[CH2:10][CH2:9]1. The catalyst class is: 54.